Dataset: Catalyst prediction with 721,799 reactions and 888 catalyst types from USPTO. Task: Predict which catalyst facilitates the given reaction. (1) Reactant: C(OC(=O)[NH:10][CH2:11][C:12]([N:15]1[C:19]2=[N:20][CH:21]=[N:22][C:23]([NH2:24])=[C:18]2[C:17]([C:25]2[CH:30]=[CH:29][CH:28]=[CH:27][CH:26]=2)=[N:16]1)([CH3:14])[CH3:13])C1C=CC=CC=1.[BrH:32].CCOCC. Product: [BrH:32].[NH2:10][CH2:11][C:12]([N:15]1[C:19]2=[N:20][CH:21]=[N:22][C:23]([NH2:24])=[C:18]2[C:17]([C:25]2[CH:30]=[CH:29][CH:28]=[CH:27][CH:26]=2)=[N:16]1)([CH3:14])[CH3:13]. The catalyst class is: 15. (2) Reactant: [F:1][CH:2]([F:29])[C@H:3]1[CH2:7][N:6](C(OCC2C3C=CC=CC=3C3C2=CC=CC=3)=O)[C@@H:5]2[C@@H:25]([OH:28])[CH2:26][O:27][C@H:4]12.O[C@@H]1[C@H]2N(C(OCC3C4C=CC=CC=4C4C3=CC=CC=4)=O)C[C@@H](C)[C@H]2OC1.[H][H]. Product: [F:29][CH:2]([F:1])[C@H:3]1[CH2:7][NH:6][C@@H:5]2[C@@H:25]([OH:28])[CH2:26][O:27][C@H:4]12. The catalyst class is: 43. (3) Reactant: [N:1]1[CH:6]=[CH:5][CH:4]=[N:3][C:2]=1[O:7][C:8]1[CH:9]=[C:10]([CH2:14][CH2:15][C:16]2[NH:20][N:19]=[C:18]([NH2:21])[CH:17]=2)[CH:11]=[CH:12][CH:13]=1.[Cl:22][C:23]1[CH:28]=[CH:27][N:26]=[C:25]([NH:29][CH2:30][C:31]2[O:35][N:34]=[C:33]([CH3:36])[CH:32]=2)[N:24]=1. Product: [ClH:22].[CH3:36][C:33]1[CH:32]=[C:31]([CH2:30][NH:29][C:25]2[N:26]=[C:27]([NH:21][C:18]3[CH:17]=[C:16]([CH2:15][CH2:14][C:10]4[CH:11]=[CH:12][CH:13]=[C:8]([O:7][C:2]5[N:1]=[CH:6][CH:5]=[CH:4][N:3]=5)[CH:9]=4)[NH:20][N:19]=3)[CH:28]=[CH:23][N:24]=2)[O:35][N:34]=1. The catalyst class is: 8. (4) Reactant: C([O:8][C:9]1[N:14]=[CH:13][C:12]([C:15]2[C:16]([C:22]3[O:23][CH:24]=[CH:25][CH:26]=3)=[N:17][C:18]([NH2:21])=[N:19][CH:20]=2)=[CH:11][CH:10]=1)C1C=CC=CC=1.O. Product: [NH2:21][C:18]1[N:17]=[C:16]([C:22]2[O:23][CH:24]=[CH:25][CH:26]=2)[C:15]([C:12]2[CH:11]=[CH:10][C:9](=[O:8])[NH:14][CH:13]=2)=[CH:20][N:19]=1. The catalyst class is: 33. (5) Reactant: C[O:2][C:3]([C:5]1[CH2:9][CH:8]([C:10]2[CH:15]=[CH:14][C:13]([Br:16])=[CH:12][C:11]=2[F:17])[N:7]([C:18]2[CH:23]=[CH:22][CH:21]=[CH:20][C:19]=2[Cl:24])[N:6]=1)=[O:4].[OH-].[K+].CO. Product: [Br:16][C:13]1[CH:14]=[CH:15][C:10]([CH:8]2[N:7]([C:18]3[CH:23]=[CH:22][CH:21]=[CH:20][C:19]=3[Cl:24])[N:6]=[C:5]([C:3]([OH:4])=[O:2])[CH2:9]2)=[C:11]([F:17])[CH:12]=1. The catalyst class is: 6. (6) Reactant: [NH:1]1[CH2:6][CH2:5][O:4][CH2:3][CH2:2]1.[Cl:7][C:8]1[N:13]=[C:12](Cl)[C:11]([F:15])=[C:10]([Cl:16])[N:9]=1. Product: [Cl:7][C:8]1[N:13]=[C:12]([N:1]2[CH2:6][CH2:5][O:4][CH2:3][CH2:2]2)[C:11]([F:15])=[C:10]([Cl:16])[N:9]=1. The catalyst class is: 8.